From a dataset of Full USPTO retrosynthesis dataset with 1.9M reactions from patents (1976-2016). Predict the reactants needed to synthesize the given product. (1) Given the product [CH3:1][O:2][CH2:3][CH2:4][CH2:5][O:6][C:7]1[CH:8]=[C:9]([CH:27]=[CH:28][C:29]=1[O:30][CH3:31])[CH2:10][C@H:11]([CH:24]([CH3:26])[CH3:25])[CH2:12][CH:13]([NH:16][C:17](=[O:23])[O:18][C:19]([CH3:22])([CH3:21])[CH3:20])[CH:14]=[O:15], predict the reactants needed to synthesize it. The reactants are: [CH3:1][O:2][CH2:3][CH2:4][CH2:5][O:6][C:7]1[CH:8]=[C:9]([CH:27]=[CH:28][C:29]=1[O:30][CH3:31])[CH2:10][C@H:11]([CH:24]([CH3:26])[CH3:25])[CH2:12][CH:13]([NH:16][C:17](=[O:23])[O:18][C:19]([CH3:22])([CH3:21])[CH3:20])[CH2:14][OH:15].C(N(CC)CC)C. (2) The reactants are: C([O:3][C:4](=O)[C:5]([NH:7][C:8]1[CH:13]=[C:12]([CH3:14])[C:11]([O:15][C:16]2[CH:21]=[CH:20][C:19]([OH:22])=[C:18]([C:23](=[O:29])[N:24]([CH:26]([CH3:28])[CH3:27])[CH3:25])[CH:17]=2)=[C:10]([CH3:30])[CH:9]=1)=[O:6])C.S([O-])([O-])(=O)=O.[Mg+2].[NH3:38]. Given the product [OH:22][C:19]1[CH:20]=[CH:21][C:16]([O:15][C:11]2[C:10]([CH3:30])=[CH:9][C:8]([NH:7][C:5]([C:4]([NH2:38])=[O:3])=[O:6])=[CH:13][C:12]=2[CH3:14])=[CH:17][C:18]=1[C:23](=[O:29])[N:24]([CH:26]([CH3:28])[CH3:27])[CH3:25], predict the reactants needed to synthesize it. (3) Given the product [ClH:43].[NH2:9][C:10]1[S:11][CH2:12][C@@H:13]2[CH2:18][N:17]([C:19]3[N:24]=[CH:23][C:22]([F:25])=[CH:21][N:20]=3)[CH2:16][C@:14]2([C:26]2[CH:27]=[C:28]([NH:32][C:33]([C:35]3[CH:40]=[CH:39][C:38]([C:41]#[N:42])=[CH:37][N:36]=3)=[O:34])[CH:29]=[CH:30][CH:31]=2)[N:15]=1, predict the reactants needed to synthesize it. The reactants are: C([NH:9][C:10]1[S:11][CH2:12][C@@H:13]2[CH2:18][N:17]([C:19]3[N:24]=[CH:23][C:22]([F:25])=[CH:21][N:20]=3)[CH2:16][C@:14]2([C:26]2[CH:27]=[C:28]([NH:32][C:33]([C:35]3[CH:40]=[CH:39][C:38]([C:41]#[N:42])=[CH:37][N:36]=3)=[O:34])[CH:29]=[CH:30][CH:31]=2)[N:15]=1)(=O)C1C=CC=CC=1.[ClH:43].CON.N1C=CC=CC=1. (4) The reactants are: [CH2:1]([C:3]1[CH:8]=[CH:7][C:6]([CH:9]2[CH2:14][N:13]([C:15]([N:17]3[CH2:22][CH2:21][CH:20]([OH:23])[CH2:19][CH2:18]3)=[O:16])[CH2:12][CH:11]([C:24]([OH:26])=O)[CH2:10]2)=[CH:5][CH:4]=1)[CH3:2].O[N:28]=[C:29]([C:31]1[N:36]=[CH:35][CH:34]=[CH:33][N:32]=1)[NH2:30]. Given the product [CH2:1]([C:3]1[CH:8]=[CH:7][C:6]([CH:9]2[CH2:10][CH:11]([C:24]3[O:26][N:30]=[C:29]([C:31]4[N:36]=[CH:35][CH:34]=[CH:33][N:32]=4)[N:28]=3)[CH2:12][N:13]([C:15]([N:17]3[CH2:18][CH2:19][CH:20]([OH:23])[CH2:21][CH2:22]3)=[O:16])[CH2:14]2)=[CH:5][CH:4]=1)[CH3:2], predict the reactants needed to synthesize it.